Regression. Given two drug SMILES strings and cell line genomic features, predict the synergy score measuring deviation from expected non-interaction effect. From a dataset of NCI-60 drug combinations with 297,098 pairs across 59 cell lines. (1) Synergy scores: CSS=3.09, Synergy_ZIP=-1.29, Synergy_Bliss=-0.445, Synergy_Loewe=-1.13, Synergy_HSA=-0.469. Drug 1: C1CCN(CC1)CCOC2=CC=C(C=C2)C(=O)C3=C(SC4=C3C=CC(=C4)O)C5=CC=C(C=C5)O. Drug 2: CN(CCCl)CCCl.Cl. Cell line: SNB-75. (2) Drug 1: CC1C(C(CC(O1)OC2CC(CC3=C2C(=C4C(=C3O)C(=O)C5=C(C4=O)C(=CC=C5)OC)O)(C(=O)CO)O)N)O.Cl. Drug 2: COC1=CC(=CC(=C1O)OC)C2C3C(COC3=O)C(C4=CC5=C(C=C24)OCO5)OC6C(C(C7C(O6)COC(O7)C8=CC=CS8)O)O. Cell line: HT29. Synergy scores: CSS=70.4, Synergy_ZIP=5.15, Synergy_Bliss=4.00, Synergy_Loewe=0.737, Synergy_HSA=4.44. (3) Drug 1: CC(C)(C#N)C1=CC(=CC(=C1)CN2C=NC=N2)C(C)(C)C#N. Drug 2: C1=NNC2=C1C(=O)NC=N2. Cell line: SW-620. Synergy scores: CSS=-5.28, Synergy_ZIP=0.111, Synergy_Bliss=-6.27, Synergy_Loewe=-8.68, Synergy_HSA=-9.74.